This data is from Full USPTO retrosynthesis dataset with 1.9M reactions from patents (1976-2016). The task is: Predict the reactants needed to synthesize the given product. (1) Given the product [C:1]1([CH:7]([C:29]2[CH:34]=[CH:33][CH:32]=[CH:31][CH:30]=2)[N:8]2[C:16]3[C:11](=[CH:12][CH:13]=[CH:14][CH:15]=3)[CH:10]([C:17]3[C:25]4[C:21](=[N:22][O:23][N:24]=4)[CH:20]=[CH:19][C:18]=3[OH:26])[C:9]2=[O:28])[CH:2]=[CH:3][CH:4]=[CH:5][CH:6]=1, predict the reactants needed to synthesize it. The reactants are: [C:1]1([CH:7]([C:29]2[CH:34]=[CH:33][CH:32]=[CH:31][CH:30]=2)[N:8]2[C:16]3[C:11](=[CH:12][CH:13]=[CH:14][CH:15]=3)[C:10](O)([C:17]3[C:25]4[C:21](=[N:22][O:23][N:24]=4)[CH:20]=[CH:19][C:18]=3[OH:26])[C:9]2=[O:28])[CH:6]=[CH:5][CH:4]=[CH:3][CH:2]=1.C([SiH](CC)CC)C. (2) Given the product [CH:26]1([N:23]2[CH2:22][CH:21]=[C:20]([C:17]3[CH:18]=[CH:19][C:14]4[N:13]=[CH:12][N:11]([C@@H:9]([C:3]5[CH:4]=[CH:5][C:6]([Cl:8])=[CH:7][C:2]=5[Cl:1])[CH3:10])[C:15]=4[CH:16]=3)[CH2:25][CH2:24]2)[CH2:31][CH2:30][CH2:29][CH2:28][CH2:27]1, predict the reactants needed to synthesize it. The reactants are: [Cl:1][C:2]1[CH:7]=[C:6]([Cl:8])[CH:5]=[CH:4][C:3]=1[C@H:9]([N:11]1[C:15]2[CH:16]=[C:17]([C:20]3[CH2:21][CH2:22][NH:23][CH2:24][CH:25]=3)[CH:18]=[CH:19][C:14]=2[N:13]=[CH:12]1)[CH3:10].[C:26]1(=O)[CH2:31][CH2:30][CH2:29][CH2:28][CH2:27]1.C(O[BH-](OC(=O)C)OC(=O)C)(=O)C.[Na+]. (3) Given the product [O:8]1[C:20]2[CH:21]=[CH:22][CH:23]=[CH:24][C:19]=2[N:18]=[C:6]1[C:5]1[CH:9]=[CH:10][C:11]([O:12][CH3:13])=[C:3]([CH:4]=1)[C:1]#[N:2], predict the reactants needed to synthesize it. The reactants are: [C:1]([C:3]1[CH:4]=[C:5]([CH:9]=[CH:10][C:11]=1[O:12][CH3:13])[C:6]([OH:8])=O)#[N:2].O=S(Cl)Cl.[NH2:18][C:19]1[CH:24]=[CH:23][CH:22]=[CH:21][C:20]=1O.C(N(CC)CC)C.C1(C)C=CC(S(O)(=O)=O)=CC=1. (4) Given the product [NH2:1][C:2]1[C:11]2[CH:10]=[CH:9][CH:8]=[C:7]([C:25]3[CH:24]=[N:23][N:22]([CH3:21])[CH:26]=3)[C:6]=2[N:5]=[C:4]2[CH2:13][N:14]([CH:17]3[CH2:20][CH2:19][CH2:18]3)[C:15](=[O:16])[C:3]=12, predict the reactants needed to synthesize it. The reactants are: [NH2:1][C:2]1[C:11]2[CH:10]=[CH:9][CH:8]=[C:7](Br)[C:6]=2[N:5]=[C:4]2[CH2:13][N:14]([CH:17]3[CH2:20][CH2:19][CH2:18]3)[C:15](=[O:16])[C:3]=12.[CH3:21][N:22]1[CH:26]=[C:25](B2OC(C)(C)C(C)(C)O2)[CH:24]=[N:23]1. (5) Given the product [CH3:2][C:1]([NH:4][C:5]1[C:14](=[O:15])[C:13]2[N:12]=[C:11]([C:16]3[N:27]=[C:26]([C:25]([O:24][CH3:23])=[O:39])[CH:28]=[C:29]4[C:37]5[CH:36]=[CH:35][CH:34]=[CH:33][C:32]=5[NH:31][C:30]=34)[CH:10]=[CH:9][C:8]=2[C:7](=[O:18])[CH:6]=1)=[O:3], predict the reactants needed to synthesize it. The reactants are: [C:1]([NH:4][C:5]1[C:14](=[O:15])[C:13]2[N:12]=[C:11]([CH:16]=O)[CH:10]=[CH:9][C:8]=2[C:7](=[O:18])[CH:6]=1)(=[O:3])[CH3:2].CN(C[CH2:23][O:24][C:25](=[O:39])[C@H:26]([CH:28](C)[C:29]1[C:37]2[C:32](=[CH:33][CH:34]=[CH:35][CH:36]=2)[NH:31][CH:30]=1)[NH2:27])C. (6) Given the product [CH:1]1([CH2:4][NH:5][C:6]2[C:11]([NH2:12])=[CH:10][C:9]([N+:15]([O-:17])=[O:16])=[CH:8][N:7]=2)[CH2:2][CH2:3]1, predict the reactants needed to synthesize it. The reactants are: [CH:1]1([CH2:4][NH:5][C:6]2[C:11]([N+:12]([O-])=O)=[CH:10][C:9]([N+:15]([O-:17])=[O:16])=[CH:8][N:7]=2)[CH2:3][CH2:2]1. (7) The reactants are: [C:1]([O:5][C:6]([N:8]1[CH2:13][CH2:12][CH2:11][C@H:10]([CH2:14][O:15][C:16]2[CH:21]=[CH:20][C:19]([F:22])=[CH:18][C:17]=2[OH:23])[CH2:9]1)=[O:7])([CH3:4])([CH3:3])[CH3:2].[C:24]1(B(O)O)[CH:29]=[CH:28][CH:27]=[CH:26][CH:25]=1.N1C=CC=CC=1. Given the product [C:1]([O:5][C:6]([N:8]1[CH2:13][CH2:12][CH2:11][C@H:10]([CH2:14][O:15][C:16]2[CH:21]=[CH:20][C:19]([F:22])=[CH:18][C:17]=2[O:23][C:24]2[CH:29]=[CH:28][CH:27]=[CH:26][CH:25]=2)[CH2:9]1)=[O:7])([CH3:4])([CH3:2])[CH3:3], predict the reactants needed to synthesize it.